Predict the product of the given reaction. From a dataset of Forward reaction prediction with 1.9M reactions from USPTO patents (1976-2016). Given the reactants [CH3:1][O:2][C:3](=[O:15])[C:4]1[CH:9]=[CH:8][C:7]([OH:10])=[C:6]([C:11]([CH3:14])([CH3:13])[CH3:12])[CH:5]=1.Br[CH2:17][CH:18]=[C:19]([CH3:21])[CH3:20].C([O-])([O-])=O.[Cs+].[Cs+], predict the reaction product. The product is: [CH3:1][O:2][C:3](=[O:15])[C:4]1[CH:9]=[CH:8][C:7]([O:10][CH2:17][CH:18]=[C:19]([CH3:21])[CH3:20])=[C:6]([C:11]([CH3:12])([CH3:14])[CH3:13])[CH:5]=1.